From a dataset of Full USPTO retrosynthesis dataset with 1.9M reactions from patents (1976-2016). Predict the reactants needed to synthesize the given product. Given the product [S:1]1[C:5]([C:6]2[N:7]=[N:8][C:9]([NH:26][CH:21]3[CH2:20][C:19]([CH3:27])([CH3:28])[N:18]([CH3:17])[C:23]([CH3:25])([CH3:24])[CH2:22]3)=[CH:10][CH:11]=2)=[CH:4][C:3]2[CH:13]=[CH:14][CH:15]=[CH:16][C:2]1=2, predict the reactants needed to synthesize it. The reactants are: [S:1]1[C:5]([C:6]2[N:7]=[N:8][C:9](Cl)=[CH:10][CH:11]=2)=[CH:4][C:3]2[CH:13]=[CH:14][CH:15]=[CH:16][C:2]1=2.[CH3:17][N:18]1[C:23]([CH3:25])([CH3:24])[CH2:22][CH:21]([NH2:26])[CH2:20][C:19]1([CH3:28])[CH3:27].CCN(C(C)C)C(C)C.